Predict the reactants needed to synthesize the given product. From a dataset of Full USPTO retrosynthesis dataset with 1.9M reactions from patents (1976-2016). (1) Given the product [OH:1][C:2]1[CH:7]=[C:6]([OH:8])[CH:5]=[CH:4][C:3]=1[C:9]1[CH2:13][CH2:12][C:11](=[N:16][OH:17])[CH:10]=1, predict the reactants needed to synthesize it. The reactants are: [OH:1][C:2]1[CH:7]=[C:6]([OH:8])[CH:5]=[CH:4][C:3]=1[C:9]1[CH2:13][CH2:12][C:11](=O)[CH:10]=1.Cl.[NH2:16][OH:17].C(N(CC)CC)C. (2) Given the product [C:1]([O:5][C:6]([C:8]1[C:16]2[CH2:15][C@@H:14]([CH2:17][NH2:18])[N:13]([C@H:29]([C:31]3[CH:36]=[CH:35][CH:34]=[CH:33][CH:32]=3)[CH3:30])[CH2:12][C:11]=2[S:10][C:9]=1[NH2:37])=[O:7])([CH3:2])([CH3:3])[CH3:4], predict the reactants needed to synthesize it. The reactants are: [C:1]([O:5][C:6]([C:8]1[C:16]2[CH2:15][C@@H:14]([CH2:17][N:18]3C(=O)C4C(=CC=CC=4)C3=O)[N:13]([C@H:29]([C:31]3[CH:36]=[CH:35][CH:34]=[CH:33][CH:32]=3)[CH3:30])[CH2:12][C:11]=2[S:10][C:9]=1[NH2:37])=[O:7])([CH3:4])([CH3:3])[CH3:2].O.NN. (3) Given the product [CH:6]1[N:10]=[CH:9][N:8]([CH2:11][C:12]([P:14]([O-:17])([OH:16])=[O:15])([P:18]([O-:20])([OH:21])=[O:19])[OH:13])[CH:7]=1.[OH2:5].[OH2:1].[OH2:5].[OH2:5].[Na+:2].[Na+:2], predict the reactants needed to synthesize it. The reactants are: [OH-:1].[Na+:2].C([OH:5])C.[CH:6]1[N:10]=[CH:9][N:8]([CH2:11][C:12]([P:18]([OH:21])([OH:20])=[O:19])([P:14]([OH:17])([OH:16])=[O:15])[OH:13])[CH:7]=1.CO. (4) Given the product [CH3:17][C@@H:13]1[CH2:14][CH2:15][CH2:16][N:11]([C:9]([C:3]2[CH:4]=[C:5]([CH3:8])[CH:6]=[CH:7][C:2]=2[N:30]2[CH:34]=[CH:33][CH:32]=[N:31]2)=[O:10])[C@@H:12]1[CH2:18][NH:19][C:20]1[CH:25]=[CH:24][C:23]([C:26]([F:29])([F:28])[F:27])=[CH:22][N:21]=1.[C:45]([OH:48])([C:26]([F:29])([F:28])[F:27])=[O:46], predict the reactants needed to synthesize it. The reactants are: Br[C:2]1[CH:7]=[CH:6][C:5]([CH3:8])=[CH:4][C:3]=1[C:9]([N:11]1[CH2:16][CH2:15][CH2:14][C@@H:13]([CH3:17])[C@H:12]1[CH2:18][NH:19][C:20]1[CH:25]=[CH:24][C:23]([C:26]([F:29])([F:28])[F:27])=[CH:22][N:21]=1)=[O:10].[NH:30]1[CH:34]=[CH:33][CH:32]=[N:31]1.CN[C@H]1CCCC[C@@H]1NC.[C:45]([O-:48])([O-])=[O:46].[Cs+].[Cs+]. (5) Given the product [Cl:1][C:2]1[CH:3]=[CH:4][C:5]([C:8]([NH:16][C:17]2[O:35][C:34]([C:36]3[CH:41]=[CH:40][CH:39]=[CH:38][CH:37]=3)=[CH:33][N:30]=2)([C:19]2[CH:24]=[C:23]([C:25]([F:28])([F:27])[F:26])[CH:22]=[C:21]([F:29])[CH:20]=2)[CH2:9][C:10]2[CH:15]=[CH:14][CH:13]=[CH:12][CH:11]=2)=[N:6][CH:7]=1, predict the reactants needed to synthesize it. The reactants are: [Cl:1][C:2]1[CH:3]=[CH:4][C:5]([C:8]([C:19]2[CH:24]=[C:23]([C:25]([F:28])([F:27])[F:26])[CH:22]=[C:21]([F:29])[CH:20]=2)([N:16]=[C:17]=S)[CH2:9][C:10]2[CH:15]=[CH:14][CH:13]=[CH:12][CH:11]=2)=[N:6][CH:7]=1.[N:30]([CH2:33][C:34]([C:36]1[CH:41]=[CH:40][CH:39]=[CH:38][CH:37]=1)=[O:35])=[N+]=[N-].C1(P(C2C=CC=CC=2)C2C=CC=CC=2)C=CC=CC=1. (6) The reactants are: [H-].[Al+3].[Li+].[H-].[H-].[H-].C(O[C:12]([N:14]1[CH2:19][CH2:18][NH:17][CH2:16][C@H:15]1[C:20](O)=[O:21])=O)(C)(C)C.O.[OH-].[Na+]. Given the product [CH3:12][N:14]1[CH2:19][CH2:18][NH:17][CH2:16][C@H:15]1[CH2:20][OH:21], predict the reactants needed to synthesize it. (7) Given the product [Cl:1][C:2]1[C:7](=[O:24])[NH:6][C:5]([C:9]2[C:13]([CH3:14])=[C:12]([S:15]([CH3:18])(=[O:17])=[O:16])[N:11]([CH3:19])[N:10]=2)=[C:4]([F:20])[CH:3]=1, predict the reactants needed to synthesize it. The reactants are: [Cl:1][C:2]1[CH:3]=[C:4]([F:20])[C:5]([C:9]2[C:13]([CH3:14])=[C:12]([S:15]([CH3:18])(=[O:17])=[O:16])[N:11]([CH3:19])[N:10]=2)=[N+:6]([O-])[CH:7]=1.FC(F)(F)C(OC(=O)C(F)(F)F)=[O:24]. (8) Given the product [N:26]1([CH2:2][CH2:3][CH2:4][CH2:5][O:6][C:7]2[CH:25]=[CH:24][C:10]3[C:11]([C:14]4[CH:19]=[CH:18][C:17]([C:20]([F:23])([F:22])[F:21])=[CH:16][CH:15]=4)=[N:12][S:13][C:9]=3[CH:8]=2)[CH2:31][CH2:30][CH2:29][CH2:28][CH2:27]1, predict the reactants needed to synthesize it. The reactants are: Br[CH2:2][CH2:3][CH2:4][CH2:5][O:6][C:7]1[CH:25]=[CH:24][C:10]2[C:11]([C:14]3[CH:19]=[CH:18][C:17]([C:20]([F:23])([F:22])[F:21])=[CH:16][CH:15]=3)=[N:12][S:13][C:9]=2[CH:8]=1.[NH:26]1[CH2:31][CH2:30][CH2:29][CH2:28][CH2:27]1. (9) Given the product [F:1][C:2]1[CH:3]=[C:4]2[C:5](=[CH:11][CH:12]=1)[C:6](=[O:8])[N:39]([C:27]1[CH:28]=[CH:29][C:30]([O:31][CH2:32][CH2:33][N:34]3[CH2:35][CH2:36][CH2:37][CH2:38]3)=[C:25]([O:24][CH3:23])[CH:26]=1)[C:9]2=[O:10], predict the reactants needed to synthesize it. The reactants are: [F:1][C:2]1[CH:3]=[C:4]2[C:9](=[O:10])[O:8][C:6](=O)[C:5]2=[CH:11][CH:12]=1.C1(N=C=N)CCCCC1.Cl.[CH3:23][O:24][C:25]1[CH:26]=[C:27]([N:39]2C(=O)C3C(=CC=C(OC4C=CC=CC=4)C=3)C2=O)[CH:28]=[CH:29][C:30]=1[O:31][CH2:32][CH2:33][N:34]1[CH2:38][CH2:37][CH2:36][CH2:35]1. (10) Given the product [CH3:12][C:8]1[CH:7]=[C:6]2[C:11]([C:2]([N:39]([CH3:37])[CH2:40][C:41]3[O:42][C:43]([CH3:46])=[N:44][N:45]=3)=[N:3][C:4]([C:13]3[CH:18]=[CH:17][CH:16]=[CH:15][C:14]=3[OH:19])=[N:5]2)=[CH:10][CH:9]=1, predict the reactants needed to synthesize it. The reactants are: Cl[C:2]1[C:11]2[C:6](=[CH:7][C:8]([CH3:12])=[CH:9][CH:10]=2)[N:5]=[C:4]([C:13]2[CH:18]=[CH:17][CH:16]=[CH:15][C:14]=2[O:19]C)[N:3]=1.COC1C=CC=CC=1C1N=[C:37]([NH:39][CH2:40][C:41]2[O:42][C:43]([CH3:46])=[N:44][N:45]=2)C2C(=CC(C)=CC=2)N=1.C(O)(=O)C(O)=O.CC1OC(CN)=NN=1.C(N(CC)CC)C.